Task: Predict the reactants needed to synthesize the given product.. Dataset: Full USPTO retrosynthesis dataset with 1.9M reactions from patents (1976-2016) Given the product [N:24]1([C:10](=[O:12])[C@@H:9]([NH:8][C:6](=[O:7])[O:5][C:1]([CH3:2])([CH3:3])[CH3:4])[CH2:13][CH2:14][CH3:15])[CH2:23][CH2:22][CH2:26]1, predict the reactants needed to synthesize it. The reactants are: [C:1]([O:5][C:6]([NH:8][C@@H:9]([CH2:13][CH2:14][CH3:15])[C:10]([OH:12])=O)=[O:7])([CH3:4])([CH3:3])[CH3:2].CCN=C=NC[CH2:22][CH2:23][N:24]([CH3:26])C.Cl.CN1CCOCC1.N1CCC1.